From a dataset of Catalyst prediction with 721,799 reactions and 888 catalyst types from USPTO. Predict which catalyst facilitates the given reaction. (1) Reactant: Cl[S:2]([C:5]1[CH:6]=[C:7]([I:15])[C:8]([CH3:14])=[C:9]([CH:13]=1)[C:10]([OH:12])=[O:11])(=[O:4])=[O:3].[NH:16]1[CH2:20][CH2:19][CH2:18][CH2:17]1.N1C=CC=CC=1. Product: [I:15][C:7]1[C:8]([CH3:14])=[C:9]([CH:13]=[C:5]([S:2]([N:16]2[CH2:20][CH2:19][CH2:18][CH2:17]2)(=[O:4])=[O:3])[CH:6]=1)[C:10]([OH:12])=[O:11]. The catalyst class is: 12. (2) The catalyst class is: 9. Reactant: [CH3:1][S:2]([NH:5][CH2:6][C:7]1[C:15]2[S:14](=[O:17])(=[O:16])[N:13]=[C:12]([CH2:18][C:19]([OH:21])=O)[NH:11][C:10]=2[S:9][CH:8]=1)(=[O:4])=[O:3].F[P-](F)(F)(F)(F)F.N1([O:38][C:39](N(C)C)=[N+](C)C)C2N=CC=CC=2N=N1.CN1CCOCC1.C(OC(=O)[CH2:57][CH:58]([NH:62][CH2:63][C:64]1[CH:69]=[CH:68][C:67]([F:70])=[CH:66][CH:65]=1)[CH2:59][CH2:60][CH3:61])C.[O-]CC.[Na+].C(O)C. Product: [F:70][C:67]1[CH:66]=[CH:65][C:64]([CH2:63][N:62]2[CH:58]([CH2:59][CH2:60][CH3:61])[CH2:57][C:19]([OH:21])=[C:18]([C:12]3[NH:11][C:10]4[S:9][CH:8]=[C:7]([CH2:6][NH:5][S:2]([CH3:1])(=[O:3])=[O:4])[C:15]=4[S:14](=[O:16])(=[O:17])[N:13]=3)[C:39]2=[O:38])=[CH:69][CH:68]=1. (3) Reactant: [CH3:1][C:2]1[CH:6]=[C:5]([NH2:7])[S:4][N:3]=1.N1C=CC=CC=1.Cl[C:15]([O:17][CH2:18][C:19]([Cl:22])([Cl:21])[Cl:20])=[O:16].O. Product: [CH3:1][C:2]1[CH:6]=[C:5]([NH:7][C:15](=[O:16])[O:17][CH2:18][C:19]([Cl:22])([Cl:21])[Cl:20])[S:4][N:3]=1. The catalyst class is: 7.